From a dataset of Peptide-MHC class I binding affinity with 185,985 pairs from IEDB/IMGT. Regression. Given a peptide amino acid sequence and an MHC pseudo amino acid sequence, predict their binding affinity value. This is MHC class I binding data. (1) The peptide sequence is KYFDDVTAF. The MHC is HLA-A31:01 with pseudo-sequence HLA-A31:01. The binding affinity (normalized) is 0.262. (2) The peptide sequence is LALTDVEKR. The MHC is HLA-A33:01 with pseudo-sequence HLA-A33:01. The binding affinity (normalized) is 0. (3) The binding affinity (normalized) is 0.734. The peptide sequence is MLIPTVMAF. The MHC is HLA-B58:01 with pseudo-sequence HLA-B58:01.